The task is: Predict the product of the given reaction.. This data is from Forward reaction prediction with 1.9M reactions from USPTO patents (1976-2016). (1) Given the reactants [Br:1][CH2:2][C:3]([OH:10])([C:6]([F:9])([F:8])[F:7])[C:4]#N.[OH2:11].S(=O)(=O)(O)[OH:13], predict the reaction product. The product is: [Br:1][CH2:2][C:3]([OH:10])([C:6]([F:9])([F:8])[F:7])[C:4]([OH:13])=[O:11]. (2) The product is: [CH2:16]([CH:23]1[CH2:28][CH2:27][N:26]([C:13]([C:8]2[NH:9][C:10]3[C:6]([CH:7]=2)=[CH:5][C:4]([N+:1]([O-:3])=[O:2])=[CH:12][CH:11]=3)=[O:15])[CH2:25][CH2:24]1)[C:17]1[CH:22]=[CH:21][CH:20]=[CH:19][CH:18]=1. Given the reactants [N+:1]([C:4]1[CH:5]=[C:6]2[C:10](=[CH:11][CH:12]=1)[NH:9][C:8]([C:13]([OH:15])=O)=[CH:7]2)([O-:3])=[O:2].[CH2:16]([CH:23]1[CH2:28][CH2:27][NH:26][CH2:25][CH2:24]1)[C:17]1[CH:22]=[CH:21][CH:20]=[CH:19][CH:18]=1, predict the reaction product. (3) Given the reactants [CH3:1][O:2][C:3]1[CH:8]=[CH:7][C:6]([S:9]([N:12]2[CH2:17][CH2:16][CH:15]([CH:18]([C:20]3[NH:29][C:28](=[O:30])[C:27]4[C:22](=[CH:23][CH:24]=[CH:25][CH:26]=4)[N:21]=3)[CH3:19])[CH2:14][CH2:13]2)(=[O:11])=[O:10])=[CH:5][CH:4]=1.[CH:31]1(I)[CH2:35][CH2:34][CH2:33][CH2:32]1.C(=O)([O-])[O-].[K+].[K+].CC#N, predict the reaction product. The product is: [CH:31]1([O:30][C:28]2[C:27]3[C:22](=[CH:23][CH:24]=[CH:25][CH:26]=3)[N:21]=[C:20]([CH:18]([CH:15]3[CH2:16][CH2:17][N:12]([S:9]([C:6]4[CH:7]=[CH:8][C:3]([O:2][CH3:1])=[CH:4][CH:5]=4)(=[O:10])=[O:11])[CH2:13][CH2:14]3)[CH3:19])[N:29]=2)[CH2:35][CH2:34][CH2:33][CH2:32]1. (4) Given the reactants [CH3:1][Si:2](Cl)([CH3:4])[CH3:3].[OH:6][C@@H:7]1[C@@H:12]([OH:13])[C@H:11]([OH:14])[C@@H:10]([CH2:15][OH:16])[O:9][C:8]1=[O:17].CN1CCOCC1.C1(C)C=CC=CC=1, predict the reaction product. The product is: [CH3:1][Si:2]([CH3:4])([CH3:3])[O:6][C@@H:7]1[C@@H:12]([O:13][Si:2]([CH3:4])([CH3:3])[CH3:1])[C@H:11]([O:14][Si:2]([CH3:4])([CH3:3])[CH3:1])[C@@H:10]([CH2:15][O:16][Si:2]([CH3:4])([CH3:3])[CH3:1])[O:9][C:8]1=[O:17]. (5) The product is: [CH3:24][CH:23]([O:25][C:26]1[N:31]=[CH:30][C:29]([C:32]2[O:34][N:56]=[C:39]([C:40]3[CH:41]=[C:42]4[C:46](=[CH:47][CH:48]=3)[NH:45][C:44]([CH2:49][CH2:50][C:51]([O:53][CH2:54][CH3:55])=[O:52])=[CH:43]4)[N:38]=2)=[CH:28][C:27]=1[O:35][CH3:36])[CH3:22]. Given the reactants CCN=C=NCCCN(C)C.C1C=CC2N(O)N=NC=2C=1.[CH3:22][CH:23]([O:25][C:26]1[N:31]=[CH:30][C:29]([C:32]([OH:34])=O)=[CH:28][C:27]=1[O:35][CH3:36])[CH3:24].O[NH:38]/[C:39](=[N:56]\[H])/[C:40]1[CH:41]=[C:42]2[C:46](=[CH:47][CH:48]=1)[NH:45][C:44]([CH2:49][CH2:50][C:51]([O:53][CH2:54][CH3:55])=[O:52])=[CH:43]2.CCCC[N+](CCCC)(CCCC)CCCC.[F-], predict the reaction product. (6) The product is: [CH:1]1([C:4]2[NH:8][C:7]3[CH:16]=[C:17]([C:24]4[C:25]([CH3:30])=[N:26][O:27][C:28]=4[CH3:29])[CH:18]=[C:19]([C:20]([C:32]4[S:33][CH:34]=[CH:35][CH:36]=4)([C:32]4[S:33][CH:34]=[CH:35][CH:36]=4)[OH:22])[C:6]=3[N:5]=2)[CH2:3][CH2:2]1. Given the reactants [CH:1]1([C:4]2[N:8](C(OC(C)(C)C)=O)[C:7]3[CH:16]=[C:17]([C:24]4[C:25]([CH3:30])=[N:26][O:27][C:28]=4[CH3:29])[CH:18]=[C:19]([C:20]([O:22]C)=O)[C:6]=3[N:5]=2)[CH2:3][CH2:2]1.Br[C:32]1[S:33][CH:34]=[CH:35][CH:36]=1, predict the reaction product. (7) Given the reactants [Cl:1][C:2]1[CH:7]=[C:6](I)[CH:5]=[C:4]([Cl:9])[CH:3]=1.[CH3:10][O:11][C:12](=[O:37])[C:13]1[CH:18]=[CH:17][CH:16]=[C:15]([CH2:19][N:20]([C:31]2[CH:36]=[CH:35][CH:34]=[CH:33][CH:32]=2)[C:21](=[O:30])[C:22]#[C:23][C:24]2[CH:29]=[CH:28][CH:27]=[CH:26][CH:25]=2)[CH:14]=1, predict the reaction product. The product is: [CH3:10][O:11][C:12](=[O:37])[C:13]1[CH:18]=[CH:17][CH:16]=[C:15]([CH2:19][N:20]2[C:31]3[C:36](=[CH:35][CH:34]=[CH:33][CH:32]=3)/[C:22](=[C:23](\[C:6]3[CH:7]=[C:2]([Cl:1])[CH:3]=[C:4]([Cl:9])[CH:5]=3)/[C:24]3[CH:25]=[CH:26][CH:27]=[CH:28][CH:29]=3)/[C:21]2=[O:30])[CH:14]=1. (8) The product is: [Cl:22][C:21]1[C:16]([C:7]2[CH:8]=[C:9]([C:12]([F:14])([F:15])[F:13])[CH:10]=[CH:11][C:6]=2[C:5]([OH:23])=[O:4])=[N:17][CH:18]=[CH:19][CH:20]=1. Given the reactants C([O:4][C:5](=[O:23])[C:6]1[CH:11]=[CH:10][C:9]([C:12]([F:15])([F:14])[F:13])=[CH:8][C:7]=1[C:16]1[C:21]([Cl:22])=[CH:20][CH:19]=[CH:18][N:17]=1)(C)C.[Li+].[OH-], predict the reaction product.